From a dataset of Full USPTO retrosynthesis dataset with 1.9M reactions from patents (1976-2016). Predict the reactants needed to synthesize the given product. (1) Given the product [Br:32][CH2:15][C:13]1[N:14]=[C:9]([N:8]([C:18]([O:20][C:21]([CH3:24])([CH3:23])[CH3:22])=[O:19])[C:6]([O:5][C:1]([CH3:3])([CH3:4])[CH3:2])=[O:7])[C:10]([O:16][CH3:17])=[CH:11][CH:12]=1, predict the reactants needed to synthesize it. The reactants are: [C:1]([O:5][C:6]([N:8]([C:18]([O:20][C:21]([CH3:24])([CH3:23])[CH3:22])=[O:19])[C:9]1[N:14]=[C:13]([CH3:15])[CH:12]=[CH:11][C:10]=1[O:16][CH3:17])=[O:7])([CH3:4])([CH3:3])[CH3:2].C1C(=O)N([Br:32])C(=O)C1. (2) Given the product [C:1]([O:5][C:6]([N:8]1[CH2:13][CH2:12][CH:11]([O:14][C:15]2[CH:16]=[CH:17][C:18]([C:19]([OH:21])=[O:20])=[CH:24][CH:25]=2)[CH2:10][CH2:9]1)=[O:7])([CH3:4])([CH3:2])[CH3:3], predict the reactants needed to synthesize it. The reactants are: [C:1]([O:5][C:6]([N:8]1[CH2:13][CH2:12][CH:11]([O:14][C:15]2[CH:25]=[CH:24][C:18]([C:19]([O:21]CC)=[O:20])=[CH:17][CH:16]=2)[CH2:10][CH2:9]1)=[O:7])([CH3:4])([CH3:3])[CH3:2].[OH-].[Na+]. (3) Given the product [CH3:25][N:26]([CH2:27][CH2:28][CH2:29][N:30]1[CH2:35][CH2:34][CH2:33][CH2:32][CH2:31]1)[C:15]([C:11]1[CH:10]=[C:9]2[C:14](=[CH:13][CH:12]=1)[C:5]([O:4][CH:1]([CH3:2])[CH3:3])=[N:6][C:7]([NH:18][C:19]1[CH:23]=[C:22]([CH3:24])[NH:21][N:20]=1)=[CH:8]2)=[O:17], predict the reactants needed to synthesize it. The reactants are: [CH:1]([O:4][C:5]1[C:14]2[C:9](=[CH:10][C:11]([C:15]([OH:17])=O)=[CH:12][CH:13]=2)[CH:8]=[C:7]([NH:18][C:19]2[CH:23]=[C:22]([CH3:24])[NH:21][N:20]=2)[N:6]=1)([CH3:3])[CH3:2].[CH3:25][NH:26][CH2:27][CH2:28][CH2:29][N:30]1[CH2:35][CH2:34][CH2:33][CH2:32][CH2:31]1.